Dataset: NCI-60 drug combinations with 297,098 pairs across 59 cell lines. Task: Regression. Given two drug SMILES strings and cell line genomic features, predict the synergy score measuring deviation from expected non-interaction effect. (1) Drug 1: CC1CCC2CC(C(=CC=CC=CC(CC(C(=O)C(C(C(=CC(C(=O)CC(OC(=O)C3CCCCN3C(=O)C(=O)C1(O2)O)C(C)CC4CCC(C(C4)OC)OCCO)C)C)O)OC)C)C)C)OC. Drug 2: C1C(C(OC1N2C=NC3=C2NC=NCC3O)CO)O. Cell line: MDA-MB-231. Synergy scores: CSS=12.6, Synergy_ZIP=-3.66, Synergy_Bliss=0.702, Synergy_Loewe=-1.95, Synergy_HSA=1.54. (2) Cell line: SF-268. Drug 2: CC1=C(N=C(N=C1N)C(CC(=O)N)NCC(C(=O)N)N)C(=O)NC(C(C2=CN=CN2)OC3C(C(C(C(O3)CO)O)O)OC4C(C(C(C(O4)CO)O)OC(=O)N)O)C(=O)NC(C)C(C(C)C(=O)NC(C(C)O)C(=O)NCCC5=NC(=CS5)C6=NC(=CS6)C(=O)NCCC[S+](C)C)O. Synergy scores: CSS=19.0, Synergy_ZIP=-2.88, Synergy_Bliss=-3.15, Synergy_Loewe=-1.05, Synergy_HSA=-0.659. Drug 1: CC1=C2C(C(=O)C3(C(CC4C(C3C(C(C2(C)C)(CC1OC(=O)C(C(C5=CC=CC=C5)NC(=O)OC(C)(C)C)O)O)OC(=O)C6=CC=CC=C6)(CO4)OC(=O)C)O)C)O. (3) Drug 1: CC1C(C(CC(O1)OC2CC(CC3=C2C(=C4C(=C3O)C(=O)C5=C(C4=O)C(=CC=C5)OC)O)(C(=O)CO)O)N)O.Cl. Drug 2: C1=C(C(=O)NC(=O)N1)F. Cell line: NCIH23. Synergy scores: CSS=30.4, Synergy_ZIP=2.01, Synergy_Bliss=2.29, Synergy_Loewe=0.0103, Synergy_HSA=0.302. (4) Drug 1: CCC1(CC2CC(C3=C(CCN(C2)C1)C4=CC=CC=C4N3)(C5=C(C=C6C(=C5)C78CCN9C7C(C=CC9)(C(C(C8N6C)(C(=O)OC)O)OC(=O)C)CC)OC)C(=O)OC)O.OS(=O)(=O)O. Drug 2: CC12CCC3C(C1CCC2O)C(CC4=C3C=CC(=C4)O)CCCCCCCCCS(=O)CCCC(C(F)(F)F)(F)F. Cell line: SK-MEL-2. Synergy scores: CSS=17.8, Synergy_ZIP=9.66, Synergy_Bliss=17.2, Synergy_Loewe=9.13, Synergy_HSA=12.6.